From a dataset of Catalyst prediction with 721,799 reactions and 888 catalyst types from USPTO. Predict which catalyst facilitates the given reaction. Reactant: [Cl:1][C:2]1[N:10]=[C:9]2[C:5]([NH:6][CH:7]=[N:8]2)=[C:4](Cl)[N:3]=1.[N+:12]([C:15]1[CH:16]=[C:17]2[C:21](=[CH:22][CH:23]=1)[NH:20][CH2:19][CH2:18]2)([O-:14])=[O:13]. Product: [Cl:1][C:2]1[N:10]=[C:9]2[C:5]([N:6]=[CH:7][NH:8]2)=[C:4]([N:20]2[C:21]3[C:17](=[CH:16][C:15]([N+:12]([O-:14])=[O:13])=[CH:23][CH:22]=3)[CH2:18][CH2:19]2)[N:3]=1. The catalyst class is: 51.